Predict the product of the given reaction. From a dataset of Forward reaction prediction with 1.9M reactions from USPTO patents (1976-2016). The product is: [ClH:29].[CH2:21]([N:16]1[C:15]2[CH:14]=[CH:13][CH:12]=[C:11]([CH2:10][CH2:9][NH:7][CH3:6])[C:19]=2[NH:18][C:17]1=[O:20])[C:22]1[CH:23]=[CH:24][CH:25]=[CH:26][CH:27]=1. Given the reactants C(O[C:6](=O)[N:7]([CH2:9][CH2:10][C:11]1[C:19]2[NH:18][C:17](=[O:20])[N:16]([CH2:21][C:22]3[CH:27]=[CH:26][CH:25]=[CH:24][CH:23]=3)[C:15]=2[CH:14]=[CH:13][CH:12]=1)C)(C)(C)C.[ClH:29].CCO.C(OCC)C, predict the reaction product.